Dataset: Reaction yield outcomes from USPTO patents with 853,638 reactions. Task: Predict the reaction yield, written as a fraction of the theoretical maximum amount of product (1.0 means a 100% yield; for example, 0.34 means a 34% yield). (1) The reactants are [C:1]([C:5]1[CH:9]=[C:8]([NH:10][C:11](OC2C=CC=CC=2)=[O:12])[N:7]([C:20]2[CH:21]=[C:22]([CH:28]=[CH:29][CH:30]=2)[C:23]([O:25][CH2:26][CH3:27])=[O:24])[N:6]=1)([CH3:4])([CH3:3])[CH3:2].[NH2:31][C:32]1[CH:48]=[CH:47][C:35]([O:36][C:37]2[CH:42]=[CH:41][N:40]=[C:39]([C:43]([NH:45][CH3:46])=[O:44])[CH:38]=2)=[CH:34][C:33]=1[Cl:49].C(N(CC)CC)C. The product is [C:1]([C:5]1[CH:9]=[C:8]([NH:10][C:11](=[O:12])[NH:31][C:32]2[CH:48]=[CH:47][C:35]([O:36][C:37]3[CH:42]=[CH:41][N:40]=[C:39]([C:43](=[O:44])[NH:45][CH3:46])[CH:38]=3)=[CH:34][C:33]=2[Cl:49])[N:7]([C:20]2[CH:21]=[C:22]([CH:28]=[CH:29][CH:30]=2)[C:23]([O:25][CH2:26][CH3:27])=[O:24])[N:6]=1)([CH3:3])([CH3:2])[CH3:4]. The yield is 0.800. The catalyst is C1COCC1. (2) The reactants are [C:1](OC(=O)C)(=[O:3])[CH3:2].[Cl:8][C:9]1[C:17]2[N:16]=[C:15]3[N:18]([C:22]4[CH:23]=[N:24][C:25]([N:29]([CH3:31])[CH3:30])=[CH:26][C:27]=4[CH3:28])[CH2:19][CH2:20][CH2:21][N:14]3[C:13]=2[C:12]([CH:32]([OH:35])[CH2:33][CH3:34])=[CH:11][CH:10]=1. The catalyst is N1C=CC=CC=1. The product is [C:1]([O:35][CH:32]([C:12]1[C:13]2[N:14]3[CH2:21][CH2:20][CH2:19][N:18]([C:22]4[CH:23]=[N:24][C:25]([N:29]([CH3:30])[CH3:31])=[CH:26][C:27]=4[CH3:28])[C:15]3=[N:16][C:17]=2[C:9]([Cl:8])=[CH:10][CH:11]=1)[CH2:33][CH3:34])(=[O:3])[CH3:2]. The yield is 0.760. (3) The reactants are [C:1]([C:5]1[CH:9]=[C:8]([NH2:10])[N:7]([C:11]2[CH:16]=[CH:15][C:14]([CH3:17])=[CH:13][CH:12]=2)[N:6]=1)([CH3:4])([CH3:3])[CH3:2].[C:18]([O-:21])(O)=O.[Na+].ClC(OC(Cl)=O)(Cl)Cl.[NH2:31][C:32]1[C:41]2[C:36](=[CH:37][CH:38]=[CH:39][CH:40]=2)[C:35]([O:42][CH:43]([C:45]2[CH:50]=[CH:49][N:48]=[C:47]([NH2:51])[CH:46]=2)[CH3:44])=[CH:34][CH:33]=1.CCN(C(C)C)C(C)C. The catalyst is C(Cl)Cl.CCOC(C)=O.O. The product is [NH2:51][C:47]1[CH:46]=[C:45]([CH:43]([O:42][C:35]2[C:36]3[C:41](=[CH:40][CH:39]=[CH:38][CH:37]=3)[C:32]([NH:31][C:18]([NH:10][C:8]3[N:7]([C:11]4[CH:12]=[CH:13][C:14]([CH3:17])=[CH:15][CH:16]=4)[N:6]=[C:5]([C:1]([CH3:4])([CH3:3])[CH3:2])[CH:9]=3)=[O:21])=[CH:33][CH:34]=2)[CH3:44])[CH:50]=[CH:49][N:48]=1. The yield is 0.380. (4) The reactants are C(Cl)(=O)C(Cl)=O.CS(C)=O.[OH:11][CH2:12][C@@H:13]1[CH2:17][CH2:16][CH2:15][N:14]1[C:18]([O:20][C:21]([CH3:24])([CH3:23])[CH3:22])=[O:19].CCN(CC)CC. The catalyst is C(Cl)Cl. The product is [CH:12]([C@@H:13]1[CH2:17][CH2:16][CH2:15][N:14]1[C:18]([O:20][C:21]([CH3:24])([CH3:23])[CH3:22])=[O:19])=[O:11]. The yield is 1.00.